This data is from Full USPTO retrosynthesis dataset with 1.9M reactions from patents (1976-2016). The task is: Predict the reactants needed to synthesize the given product. (1) Given the product [NH2:1][C@@H:2]([CH2:3][CH2:4][O:5][Si:24]([C:20]([CH3:23])([CH3:22])[CH3:21])([CH3:26])[CH3:25])[C:6]([OH:8])=[O:7], predict the reactants needed to synthesize it. The reactants are: [NH2:1][C@H:2]([C:6]([OH:8])=[O:7])[CH2:3][CH2:4][OH:5].N12CCCN=C1CCCCC2.[C:20]([Si:24](Cl)([CH3:26])[CH3:25])([CH3:23])([CH3:22])[CH3:21]. (2) Given the product [CH3:12][O:11][C:9]1[CH:8]=[C:7]([O:23][CH3:24])[CH:3]=[CH:4][C:27]=1[C:26]([O:29][CH3:30])=[O:28], predict the reactants needed to synthesize it. The reactants are: OC1C=[C:9]([OH:11])[CH:8]=[CH:7][C:3]=1[C:4](O)=O.[C:12](=O)([O-])[O-].[K+].[K+].S([O:23][CH3:24])(OC)(=O)=O.Cl.[C:26]([O:29][CH2:30]C)(=[O:28])[CH3:27]. (3) Given the product [O:31]([C:38]1[CH:39]=[CH:40][C:41]([NH:44][C:45](=[O:68])[NH:46][C:47]2[CH:52]=[CH:51][C:50]([C:53]3[S:57][C:56]([CH:58]4[CH2:59][CH2:60][CH:61]([C:64]([OH:66])=[O:65])[CH2:62][CH2:63]4)=[N:55][CH:54]=3)=[CH:49][CH:48]=2)=[CH:42][CH:43]=1)[C:32]1[CH:37]=[CH:36][CH:35]=[CH:34][CH:33]=1, predict the reactants needed to synthesize it. The reactants are: FC(F)(F)C1C=C(NC(=O)NC2C=CC(C3SC(CCC(O)=O)=NC=3)=CC=2)C=CC=1.[O:31]([C:38]1[CH:43]=[CH:42][C:41]([NH:44][C:45](=[O:68])[NH:46][C:47]2[CH:52]=[CH:51][C:50]([C:53]3[S:57][C:56]([CH:58]4[CH2:63][CH2:62][CH:61]([C:64]([O:66]C)=[O:65])[CH2:60][CH2:59]4)=[N:55][CH:54]=3)=[CH:49][CH:48]=2)=[CH:40][CH:39]=1)[C:32]1[CH:37]=[CH:36][CH:35]=[CH:34][CH:33]=1. (4) Given the product [Br:5][C:6]1[CH:7]=[C:8]2[C:14]([C:15]([C:16]3[CH:21]=[CH:20][CH:19]=[CH:18][CH:17]=3)=[O:22])=[CH:13][NH:12][C:9]2=[N:10][CH:11]=1, predict the reactants needed to synthesize it. The reactants are: [Al+3].[Cl-].[Cl-].[Cl-].[Br:5][C:6]1[CH:7]=[C:8]2[CH:14]=[CH:13][NH:12][C:9]2=[N:10][CH:11]=1.[C:15](Cl)(=[O:22])[C:16]1[CH:21]=[CH:20][CH:19]=[CH:18][CH:17]=1.